This data is from Reaction yield outcomes from USPTO patents with 853,638 reactions. The task is: Predict the reaction yield, written as a fraction of the theoretical maximum amount of product (1.0 means a 100% yield; for example, 0.34 means a 34% yield). (1) The reactants are C([O:8][C:9]1[CH:10]=[C:11]2[C:15](=[CH:16][CH:17]=1)[NH:14][C:13]([C:18]([N:20]1[CH2:25][CH2:24][N:23]([CH3:26])[CH2:22][CH2:21]1)=[O:19])=[CH:12]2)C1C=CC=CC=1. The catalyst is C(O)C.C(OC(=O)C)C.[Pd]. The product is [OH:8][C:9]1[CH:10]=[C:11]2[C:15](=[CH:16][CH:17]=1)[NH:14][C:13]([C:18]([N:20]1[CH2:25][CH2:24][N:23]([CH3:26])[CH2:22][CH2:21]1)=[O:19])=[CH:12]2. The yield is 0.230. (2) The reactants are [Br:1][C:2]1[CH:3]=[CH:4][C:5]2[O:14][CH2:13][CH2:12][C:11]3[S:10][C:9]([C:15]([NH2:17])=O)=[N:8][C:7]=3[C:6]=2[CH:18]=1.[CH3:19]OC(OC)N(C)C.Cl.[CH:28]([NH:31][NH2:32])([CH3:30])[CH3:29].C(=O)(O)[O-].[Na+]. The catalyst is C1(C)C=CC=CC=1.C(O)(=O)C.O.C(OCC)(=O)C. The product is [Br:1][C:2]1[CH:3]=[CH:4][C:5]2[O:14][CH2:13][CH2:12][C:11]3[S:10][C:9]([C:15]4[N:31]([CH:28]([CH3:30])[CH3:29])[N:32]=[CH:19][N:17]=4)=[N:8][C:7]=3[C:6]=2[CH:18]=1. The yield is 0.350. (3) The reactants are ClC1C(Cl)=C(C2C=CC=CC=2)N=C(C(Cl)=O)C=1.[F-].[K+].[F:20][C:21]1[C:26]([F:27])=[C:25]([C:28]2[CH:33]=[CH:32][CH:31]=[CH:30][CH:29]=2)[N:24]=[C:23]([C:34](F)=[O:35])[CH:22]=1.C(N(CC)CC)C.[CH:44]([OH:47])([CH3:46])[CH3:45]. The catalyst is S1(CCCC1)(=O)=O.O. The product is [F:20][C:21]1[C:26]([F:27])=[C:25]([C:28]2[CH:33]=[CH:32][CH:31]=[CH:30][CH:29]=2)[N:24]=[C:23]([C:34]([O:47][CH:44]([CH3:46])[CH3:45])=[O:35])[CH:22]=1. The yield is 0.700. (4) The reactants are [N:1]([C@H:4]1[CH2:8][C@H:7]([O:9][Si:10]([C:13]([CH3:16])([CH3:15])[CH3:14])([CH3:12])[CH3:11])[C@H:6]([CH2:17][O:18][CH2:19][C:20]2[CH:25]=[CH:24][CH:23]=[CH:22][CH:21]=2)[CH2:5]1)=[N+]=[N-]. The catalyst is CCOC(C)=O.[Pd]. The product is [CH2:19]([O:18][CH2:17][C@H:6]1[C@@H:7]([O:9][Si:10]([C:13]([CH3:15])([CH3:14])[CH3:16])([CH3:12])[CH3:11])[CH2:8][C@H:4]([NH2:1])[CH2:5]1)[C:20]1[CH:25]=[CH:24][CH:23]=[CH:22][CH:21]=1. The yield is 0.980. (5) The reactants are [CH3:1][O:2][C:3]1[CH:4]=[C:5]([CH:8]=[CH:9][CH:10]=1)[CH:6]=[O:7].[CH:11]([Mg]Cl)=[CH2:12]. The catalyst is C1COCC1. The product is [CH3:1][O:2][C:3]1[CH:4]=[C:5]([CH:6]([OH:7])[CH:11]=[CH2:12])[CH:8]=[CH:9][CH:10]=1. The yield is 0.830.